Dataset: Full USPTO retrosynthesis dataset with 1.9M reactions from patents (1976-2016). Task: Predict the reactants needed to synthesize the given product. (1) Given the product [OH-:3].[NH2:31][C:30]1[C:25]([C:23]([NH:22][C@H:18]2[CH2:19][CH2:20][CH2:21][N+:16]([CH2:34][CH2:35][CH2:36][C:37]3[CH:42]=[CH:41][CH:40]=[C:39]([O:43][CH2:44][C:45](=[O:47])[NH:59][CH2:56][C:80]4[N:81]([CH3:82])[CH:83]=[CH:86][N:84]=4)[CH:38]=3)([CH2:15][CH2:14][CH2:13][C:9]3[CH:10]=[CH:11][CH:12]=[C:7]([O:6][CH2:5][C:2](=[O:4])[NH:55][CH2:54][C:50]4[N:49]([CH3:48])[CH:53]=[CH:52][N:51]=4)[CH:8]=3)[CH2:17]2)=[O:24])=[N:26][C:27]([Cl:33])=[C:28]([NH2:32])[N:29]=1, predict the reactants needed to synthesize it. The reactants are: [Cl-].[C:2]([CH2:5][O:6][C:7]1[CH:8]=[C:9]([CH2:13][CH2:14][CH2:15][N+:16]2([CH2:34][CH2:35][CH2:36][C:37]3[CH:42]=[CH:41][CH:40]=[C:39]([O:43][CH2:44][C:45]([OH:47])=O)[CH:38]=3)[CH2:21][CH2:20][CH2:19][C@H:18]([NH:22][C:23]([C:25]3[C:30]([NH2:31])=[N:29][C:28]([NH2:32])=[C:27]([Cl:33])[N:26]=3)=[O:24])[CH2:17]2)[CH:10]=[CH:11][CH:12]=1)([OH:4])=[O:3].[CH3:48][N:49]1[CH:53]=[CH:52][N:51]=[C:50]1[CH2:54][NH2:55].[CH:56]([N:59](CC)C(C)C)(C)C.F[B-](F)(F)F.N1(O[C:80]([N:84]([CH3:86])C)=[N+:81]([CH3:83])[CH3:82])C2C=CC=CC=2N=N1. (2) Given the product [Br:14][C:12]1[CH:11]=[C:6]([CH:5]=[C:4]([N+:1]([O-:3])=[O:2])[CH:13]=1)[C:7]([O:9][CH3:10])=[O:8], predict the reactants needed to synthesize it. The reactants are: [N+:1]([C:4]1[CH:5]=[C:6]([CH:11]=[CH:12][CH:13]=1)[C:7]([O:9][CH3:10])=[O:8])([O-:3])=[O:2].[Br:14]N1C(=O)NC(=O)N(Br)C1=O. (3) Given the product [CH3:18][O:19][C:20](=[O:36])[CH2:21][O:22][C:23]1[CH:28]=[CH:27][C:26]([C:29]2[CH:33]=[C:32]([CH2:34][N:14]3[CH:13]=[C:12]4[N:17]=[C:9]([C:3]5[CH:4]=[CH:5][CH:6]=[C:7]([F:8])[C:2]=5[F:1])[N:10]=[C:11]4[CH:16]=[N:15]3)[O:31][N:30]=2)=[CH:25][CH:24]=1, predict the reactants needed to synthesize it. The reactants are: [F:1][C:2]1[C:7]([F:8])=[CH:6][CH:5]=[CH:4][C:3]=1[C:9]1[N:17]=[C:12]2[CH:13]=[N:14][NH:15][CH:16]=[C:11]2[N:10]=1.[CH3:18][O:19][C:20](=[O:36])[CH2:21][O:22][C:23]1[CH:28]=[CH:27][C:26]([C:29]2[CH:33]=[C:32]([CH2:34]Cl)[O:31][N:30]=2)=[CH:25][CH:24]=1. (4) Given the product [F:20][C:16]1[CH:15]=[C:14]([C:5]2[C:6]3[C:11](=[CH:10][CH:9]=[C:8]([O:12][CH3:13])[CH:7]=3)[C:2]([NH:28][CH:25]([CH2:26][OH:27])[CH2:24][OH:23])=[N:3][C:4]=2[C:21]#[N:22])[CH:19]=[CH:18][CH:17]=1, predict the reactants needed to synthesize it. The reactants are: Cl[C:2]1[C:11]2[C:6](=[CH:7][C:8]([O:12][CH3:13])=[CH:9][CH:10]=2)[C:5]([C:14]2[CH:19]=[CH:18][CH:17]=[C:16]([F:20])[CH:15]=2)=[C:4]([C:21]#[N:22])[N:3]=1.[OH:23][CH2:24][CH:25]([NH2:28])[CH2:26][OH:27]. (5) Given the product [OH:4][CH2:5][C:6]1[C:7]([N:31]2[CH2:43][CH2:42][N:34]3[C:35]4[CH2:36][CH2:37][CH2:38][CH2:39][C:40]=4[CH:41]=[C:33]3[C:32]2=[O:44])=[N:8][CH:9]=[CH:10][C:11]=1[C:12]1[CH:17]=[C:16]([NH:18][C:19]2[CH:28]=[C:22]3[CH2:23][N:24]([CH3:27])[CH2:25][CH2:26][N:21]3[N:20]=2)[C:15](=[O:29])[N:14]([CH3:30])[N:13]=1, predict the reactants needed to synthesize it. The reactants are: C([O:4][CH2:5][C:6]1[C:7]([N:31]2[CH2:43][CH2:42][N:34]3[C:35]4[CH2:36][CH2:37][CH2:38][CH2:39][C:40]=4[CH:41]=[C:33]3[C:32]2=[O:44])=[N:8][CH:9]=[CH:10][C:11]=1[C:12]1[CH:17]=[C:16]([NH:18][C:19]2[CH:28]=[C:22]3[CH2:23][N:24]([CH3:27])[CH2:25][CH2:26][N:21]3[N:20]=2)[C:15](=[O:29])[N:14]([CH3:30])[N:13]=1)(=O)C.[OH-].[Li+]. (6) Given the product [CH3:33][N:10]([CH2:9][CH2:8][CH:7]([C:1]1[CH:6]=[CH:5][CH:4]=[CH:3][CH:2]=1)[CH3:27])[C@H:11]1[CH2:12][CH2:13][C@H:14]([C:17]2[CH:26]=[CH:25][C:20]3[NH:21][C:22](=[O:24])[O:23][C:19]=3[CH:18]=2)[CH2:15][CH2:16]1, predict the reactants needed to synthesize it. The reactants are: [C:1]1([CH:7]([CH3:27])[CH2:8][CH2:9][NH:10][C@H:11]2[CH2:16][CH2:15][C@H:14]([C:17]3[CH:26]=[CH:25][C:20]4[NH:21][C:22](=[O:24])[O:23][C:19]=4[CH:18]=3)[CH2:13][CH2:12]2)[CH:6]=[CH:5][CH:4]=[CH:3][CH:2]=1.O.[BH4-].[Na+].[OH-].[Na+].[CH3:33]O. (7) The reactants are: [CH2:1]([O:3][C:4]([C:6]1[C:11](=[O:12])[N:10]([CH2:13][C:14]2[CH:19]=[CH:18][CH:17]=[CH:16][CH:15]=2)[C:9]([CH:20]([NH:24]C(OC(C)(C)C)=O)[CH:21]([CH3:23])[CH3:22])=[N:8][CH:7]=1)=[O:5])[CH3:2].Cl.O1CCOCC1.[C:39]([O:43][C:44](=[O:50])[NH:45][CH2:46][CH2:47][CH:48]=O)([CH3:42])([CH3:41])[CH3:40].C(O[BH-](OC(=O)C)OC(=O)C)(=O)C.[Na+].C(=O)(O)[O-].[Na+]. Given the product [CH2:1]([O:3][C:4]([C:6]1[C:11](=[O:12])[N:10]([CH2:13][C:14]2[CH:19]=[CH:18][CH:17]=[CH:16][CH:15]=2)[C:9]([CH:20]([NH:24][CH2:48][CH2:47][CH2:46][NH:45][C:44]([O:43][C:39]([CH3:42])([CH3:41])[CH3:40])=[O:50])[CH:21]([CH3:23])[CH3:22])=[N:8][CH:7]=1)=[O:5])[CH3:2], predict the reactants needed to synthesize it. (8) Given the product [Br:1][C:2]1[CH:14]=[CH:13][C:5]2[NH:6][C:7](=[S:24])[O:8][C:9]([CH3:11])([CH3:10])[C:4]=2[CH:3]=1, predict the reactants needed to synthesize it. The reactants are: [Br:1][C:2]1[CH:14]=[CH:13][C:5]2[NH:6][C:7](=O)[O:8][C:9]([CH3:11])([CH3:10])[C:4]=2[CH:3]=1.COC1C=CC(P2(SP(C3C=CC(OC)=CC=3)(=S)S2)=[S:24])=CC=1.